From a dataset of Forward reaction prediction with 1.9M reactions from USPTO patents (1976-2016). Predict the product of the given reaction. (1) The product is: [F:1][C:2]1[CH:7]=[C:6]([N+:8]([O-:10])=[O:9])[CH:5]=[CH:4][C:3]=1[CH:11]1[CH2:12][CH2:13][N:14]([CH:19]2[CH2:20][O:17][CH2:18]2)[CH2:15][CH2:16]1. Given the reactants [F:1][C:2]1[CH:7]=[C:6]([N+:8]([O-:10])=[O:9])[CH:5]=[CH:4][C:3]=1[CH:11]1[CH2:16][CH2:15][NH:14][CH2:13][CH2:12]1.[O:17]1[CH2:20][C:19](=O)[CH2:18]1.C([BH3-])#N.[Na+].CO.ClCCl, predict the reaction product. (2) Given the reactants [CH3:1][CH:2]([CH3:38])[CH2:3][CH2:4][N:5]([CH2:33][CH2:34][CH:35]([CH3:37])[CH3:36])[C@@H:6]1[CH2:11][CH2:10][C@@H:9]([CH:12]([C:18]([O:20][CH2:21][CH3:22])=[O:19])[C:13]([O:15][CH2:16][CH3:17])=[O:14])[CH2:8][C@H:7]1[C:23]1[CH:28]=[CH:27][C:26]([C:29]([F:32])([F:31])[F:30])=[CH:25][CH:24]=1.[H-].[Na+].[CH3:41]I.[NH4+].[Cl-], predict the reaction product. The product is: [CH3:37][CH:35]([CH3:36])[CH2:34][CH2:33][N:5]([CH2:4][CH2:3][CH:2]([CH3:1])[CH3:38])[C@@H:6]1[CH2:11][CH2:10][C@@H:9]([C:12]([CH3:41])([C:13]([O:15][CH2:16][CH3:17])=[O:14])[C:18]([O:20][CH2:21][CH3:22])=[O:19])[CH2:8][C@H:7]1[C:23]1[CH:24]=[CH:25][C:26]([C:29]([F:30])([F:31])[F:32])=[CH:27][CH:28]=1.